From a dataset of Peptide-MHC class II binding affinity with 134,281 pairs from IEDB. Regression. Given a peptide amino acid sequence and an MHC pseudo amino acid sequence, predict their binding affinity value. This is MHC class II binding data. (1) The peptide sequence is TGERSRCYSLYIAEN. The MHC is DRB1_0101 with pseudo-sequence DRB1_0101. The binding affinity (normalized) is 0.464. (2) The peptide sequence is YAKFLANVSTVLTGK. The MHC is DRB1_1602 with pseudo-sequence DRB1_1602. The binding affinity (normalized) is 0.903. (3) The peptide sequence is VGNVAWMHVLAAKYI. The MHC is DRB1_0701 with pseudo-sequence DRB1_0701. The binding affinity (normalized) is 0.633. (4) The peptide sequence is DENPYKTWAYHGSYEVK. The MHC is DRB5_0101 with pseudo-sequence DRB5_0101. The binding affinity (normalized) is 0.208. (5) The peptide sequence is NFTVGRIIELFTAKG. The MHC is HLA-DQA10101-DQB10501 with pseudo-sequence HLA-DQA10101-DQB10501. The binding affinity (normalized) is 0.401.